From a dataset of Full USPTO retrosynthesis dataset with 1.9M reactions from patents (1976-2016). Predict the reactants needed to synthesize the given product. (1) The reactants are: [NH2:1][C@@H:2]([CH2:25][S:26][CH2:27][C@H:28]([NH:43][C:44](=[O:56])[CH2:45][CH2:46][CH2:47][CH2:48][CH2:49][CH2:50][CH2:51][CH2:52][CH2:53][CH2:54][CH3:55])[CH2:29][O:30][CH2:31][CH2:32][CH2:33][CH2:34][CH2:35][CH2:36][CH2:37][CH2:38][CH2:39][CH2:40][CH2:41][CH3:42])[C:3](=[O:24])[NH:4][CH2:5][CH2:6][O:7][CH2:8][CH2:9][O:10][CH2:11][CH2:12][O:13][CH2:14][CH2:15][P:16](=[O:23])([O:20]CC)[O:17]CC.C[Si](Br)(C)C. Given the product [NH2:1][C@@H:2]([CH2:25][S:26][CH2:27][C@H:28]([NH:43][C:44](=[O:56])[CH2:45][CH2:46][CH2:47][CH2:48][CH2:49][CH2:50][CH2:51][CH2:52][CH2:53][CH2:54][CH3:55])[CH2:29][O:30][CH2:31][CH2:32][CH2:33][CH2:34][CH2:35][CH2:36][CH2:37][CH2:38][CH2:39][CH2:40][CH2:41][CH3:42])[C:3](=[O:24])[NH:4][CH2:5][CH2:6][O:7][CH2:8][CH2:9][O:10][CH2:11][CH2:12][O:13][CH2:14][CH2:15][P:16](=[O:17])([OH:20])[OH:23], predict the reactants needed to synthesize it. (2) The reactants are: [C:1]([C:3]1[C:4]([C:18]([F:21])([F:20])[F:19])=[C:5]2[C:9](=[CH:10][CH:11]=1)[N:8]([CH2:12][C:13](OC)=[O:14])[C:7]([CH3:17])=[CH:6]2)#[N:2].[Li+].[BH4-]. Given the product [OH:14][CH2:13][CH2:12][N:8]1[C:9]2[C:5](=[C:4]([C:18]([F:21])([F:19])[F:20])[C:3]([C:1]#[N:2])=[CH:11][CH:10]=2)[CH:6]=[C:7]1[CH3:17], predict the reactants needed to synthesize it.